The task is: Predict the reactants needed to synthesize the given product.. This data is from Full USPTO retrosynthesis dataset with 1.9M reactions from patents (1976-2016). (1) Given the product [CH2:16]([C:15]1[C:7]2[CH:6]([CH2:5][C:4]([OH:25])=[O:3])[O:10][B:9]([OH:11])[C:8]=2[CH:12]=[C:13]([O:18][C:19]2[N:20]=[CH:21][CH:22]=[CH:23][N:24]=2)[CH:14]=1)[CH3:17], predict the reactants needed to synthesize it. The reactants are: C([O:3][C:4](=[O:25])[CH2:5][CH:6]1[O:10][B:9]([OH:11])[C:8]2[CH:12]=[C:13]([O:18][C:19]3[N:24]=[CH:23][CH:22]=[CH:21][N:20]=3)[CH:14]=[C:15]([CH2:16][CH3:17])[C:7]1=2)C.[Li+].[OH-].Cl. (2) Given the product [Cl-:37].[Br:1][C:2]1[C:14]2[C:13]3[CH2:12][CH2:11][N:10]([C:15](=[O:36])[CH:16]([N:23]4[CH2:24][CH2:25][NH2+:26][CH2:27][CH2:28]4)[C:17]4[CH:18]=[CH:19][CH:20]=[CH:21][CH:22]=4)[CH2:9][C:8]=3[CH:7]=[N:6][C:5]=2[NH:4][N:3]=1, predict the reactants needed to synthesize it. The reactants are: [Br:1][C:2]1[C:14]2[C:13]3[CH2:12][CH2:11][N:10]([C:15](=[O:36])[CH:16]([N:23]4[CH2:28][CH2:27][N:26](C(OC(C)(C)C)=O)[CH2:25][CH2:24]4)[C:17]4[CH:22]=[CH:21][CH:20]=[CH:19][CH:18]=4)[CH2:9][C:8]=3[CH:7]=[N:6][C:5]=2[NH:4][N:3]=1.[ClH:37]. (3) Given the product [CH2:1]([O:3][C:4]([C:6]12[CH2:24][CH:23]1[CH:22]=[CH:21][CH2:20][CH2:19][CH2:18][CH2:17][CH2:16][N:15]([CH2:25][C:26]1[CH:31]=[CH:30][C:29]([O:32][CH3:33])=[CH:28][CH:27]=1)[C:14](=[O:34])[N:13]1[CH:9]([CH2:10][CH:11]([O:35][C:43]3[CH:42]=[C:41]([C:46]4[CH:51]=[CH:50][CH:49]=[CH:48][CH:47]=4)[N:40]=[C:39]([O:38][CH3:37])[N:44]=3)[CH2:12]1)[C:8](=[O:36])[NH:7]2)=[O:5])[CH3:2], predict the reactants needed to synthesize it. The reactants are: [CH2:1]([O:3][C:4]([C:6]12[CH2:24][CH:23]1[CH:22]=[CH:21][CH2:20][CH2:19][CH2:18][CH2:17][CH2:16][N:15]([CH2:25][C:26]1[CH:31]=[CH:30][C:29]([O:32][CH3:33])=[CH:28][CH:27]=1)[C:14](=[O:34])[N:13]1[CH:9]([CH2:10][CH:11]([OH:35])[CH2:12]1)[C:8](=[O:36])[NH:7]2)=[O:5])[CH3:2].[CH3:37][O:38][C:39]1[N:44]=[C:43](O)[CH:42]=[C:41]([C:46]2[CH:51]=[CH:50][CH:49]=[CH:48][CH:47]=2)[N:40]=1.C1C=CC(P(C2C=CC=CC=2)C2C=CC=CC=2)=CC=1.CC(OC(/N=N/C(OC(C)C)=O)=O)C. (4) Given the product [C:1]([O:4][C@@H:5]1[C@@H:10]([O:11][C:12](=[O:14])[CH3:13])[C@H:9]([O:15][C:16](=[O:18])[CH3:17])[C@@H:8]([CH2:19][O:20][C:21](=[O:23])[CH3:22])[O:7][C@:6]21[C:34]1[C:29](=[CH:30][C:31]([Cl:44])=[C:32]([CH2:35][C:36]3[CH:41]=[CH:40][C:39]([CH2:42][CH3:43])=[CH:38][CH:37]=3)[CH:33]=1)[O:28][CH2:27][CH2:26]2)(=[O:61])[CH3:2], predict the reactants needed to synthesize it. The reactants are: [C:1]([O:4][C@@H:5]1[C@@H:10]([O:11][C:12](=[O:14])[CH3:13])[C@H:9]([O:15][C:16](=[O:18])[CH3:17])[C@@H:8]([CH2:19][O:20][C:21](=[O:23])[CH3:22])[O:7][C@:6]1([CH2:26][CH2:27][O:28][C:29]1[CH:34]=[CH:33][C:32]([CH2:35][C:36]2[CH:41]=[CH:40][C:39]([CH2:42][CH3:43])=[CH:38][CH:37]=2)=[C:31]([Cl:44])[CH:30]=1)OC)(=O)[CH3:2].C1(C)C=CC=CC=1.B(F)(F)F.O(CC)CC.[OH2:61]. (5) Given the product [CH3:29][O:30][C:31]1[CH:36]=[CH:35][C:34]([NH:37][CH:25]2[CH2:26][CH2:27][N:22]([CH2:21][C:19]3[CH:18]=[CH:17][N:16]=[C:15]([C:5]4[CH:6]=[C:7]([O:13][CH3:14])[C:8]([O:9][CH:10]([CH3:11])[CH3:12])=[C:3]([O:2][CH3:1])[CH:4]=4)[CH:20]=3)[CH2:23][CH2:24]2)=[CH:33][CH:32]=1, predict the reactants needed to synthesize it. The reactants are: [CH3:1][O:2][C:3]1[CH:4]=[C:5]([C:15]2[CH:20]=[C:19]([CH2:21][N:22]3[CH2:27][CH2:26][C:25](=O)[CH2:24][CH2:23]3)[CH:18]=[CH:17][N:16]=2)[CH:6]=[C:7]([O:13][CH3:14])[C:8]=1[O:9][CH:10]([CH3:12])[CH3:11].[CH3:29][O:30][C:31]1[CH:36]=[CH:35][C:34]([NH2:37])=[CH:33][CH:32]=1.